Dataset: CYP1A2 inhibition data for predicting drug metabolism from PubChem BioAssay. Task: Regression/Classification. Given a drug SMILES string, predict its absorption, distribution, metabolism, or excretion properties. Task type varies by dataset: regression for continuous measurements (e.g., permeability, clearance, half-life) or binary classification for categorical outcomes (e.g., BBB penetration, CYP inhibition). Dataset: cyp1a2_veith. (1) The compound is COCCn1c(=O)c(-c2ccc(F)cc2)nc2cnc(OCc3ccccc3)nc21. The result is 1 (inhibitor). (2) The result is 0 (non-inhibitor). The compound is O=C(O)CCC(=O)N1CCC[C@H]1C(=O)O. (3) The drug is CCOC(=O)[C@H](CCc1ccccc1)N[C@@H](C)C(=O)N1[C@H](C(=O)O)C[C@H]2CCC[C@@H]21. The result is 0 (non-inhibitor). (4) The molecule is Cc1cccc(CNc2cc(-c3ccccc3CN(C)C)ncn2)c1. The result is 1 (inhibitor). (5) The molecule is O=C(O)CN=C1NC2(CCCC2)Cc2ccccc21. The result is 0 (non-inhibitor). (6) The molecule is C#CCOC(=O)[C@H](N)CC(N)=O. The result is 0 (non-inhibitor). (7) The compound is COc1ccccc1-c1cncnc1Nc1ccccc1. The result is 1 (inhibitor).